Dataset: Merck oncology drug combination screen with 23,052 pairs across 39 cell lines. Task: Regression. Given two drug SMILES strings and cell line genomic features, predict the synergy score measuring deviation from expected non-interaction effect. (1) Drug 1: COC12C(COC(N)=O)C3=C(C(=O)C(C)=C(N)C3=O)N1CC1NC12. Drug 2: CNC(=O)c1cc(Oc2ccc(NC(=O)Nc3ccc(Cl)c(C(F)(F)F)c3)cc2)ccn1. Cell line: UWB1289BRCA1. Synergy scores: synergy=1.02. (2) Drug 1: Nc1ccn(C2OC(CO)C(O)C2(F)F)c(=O)n1. Drug 2: Cc1nc(Nc2ncc(C(=O)Nc3c(C)cccc3Cl)s2)cc(N2CCN(CCO)CC2)n1. Cell line: SKMES1. Synergy scores: synergy=-25.3. (3) Drug 1: COC1CC2CCC(C)C(O)(O2)C(=O)C(=O)N2CCCCC2C(=O)OC(C(C)CC2CCC(OP(C)(C)=O)C(OC)C2)CC(=O)C(C)C=C(C)C(O)C(OC)C(=O)C(C)CC(C)C=CC=CC=C1C. Drug 2: CCc1cnn2c(NCc3ccc[n+]([O-])c3)cc(N3CCCCC3CCO)nc12. Cell line: MSTO. Synergy scores: synergy=15.7. (4) Drug 1: CCN(CC)CCNC(=O)c1c(C)[nH]c(C=C2C(=O)Nc3ccc(F)cc32)c1C. Drug 2: Cc1nc(Nc2ncc(C(=O)Nc3c(C)cccc3Cl)s2)cc(N2CCN(CCO)CC2)n1. Cell line: UACC62. Synergy scores: synergy=26.2.